Dataset: NCI-60 drug combinations with 297,098 pairs across 59 cell lines. Task: Regression. Given two drug SMILES strings and cell line genomic features, predict the synergy score measuring deviation from expected non-interaction effect. (1) Drug 2: C1=CC=C(C(=C1)C(C2=CC=C(C=C2)Cl)C(Cl)Cl)Cl. Drug 1: CN(C)C1=NC(=NC(=N1)N(C)C)N(C)C. Synergy scores: CSS=5.27, Synergy_ZIP=3.81, Synergy_Bliss=5.53, Synergy_Loewe=5.49, Synergy_HSA=5.98. Cell line: SR. (2) Drug 1: C1=C(C(=O)NC(=O)N1)F. Drug 2: C(CCl)NC(=O)N(CCCl)N=O. Cell line: SK-MEL-5. Synergy scores: CSS=31.1, Synergy_ZIP=-6.64, Synergy_Bliss=-15.1, Synergy_Loewe=-22.3, Synergy_HSA=-18.0. (3) Drug 1: C1=CC(=C2C(=C1NCCNCCO)C(=O)C3=C(C=CC(=C3C2=O)O)O)NCCNCCO. Drug 2: C1=CC=C(C(=C1)C(C2=CC=C(C=C2)Cl)C(Cl)Cl)Cl. Cell line: EKVX. Synergy scores: CSS=6.95, Synergy_ZIP=-1.88, Synergy_Bliss=0.483, Synergy_Loewe=-31.3, Synergy_HSA=0.849. (4) Drug 1: CNC(=O)C1=CC=CC=C1SC2=CC3=C(C=C2)C(=NN3)C=CC4=CC=CC=N4. Drug 2: CS(=O)(=O)CCNCC1=CC=C(O1)C2=CC3=C(C=C2)N=CN=C3NC4=CC(=C(C=C4)OCC5=CC(=CC=C5)F)Cl. Cell line: OVCAR3. Synergy scores: CSS=2.08, Synergy_ZIP=0.0762, Synergy_Bliss=-0.385, Synergy_Loewe=-6.64, Synergy_HSA=-4.36. (5) Drug 1: C1=NC2=C(N1)C(=S)N=C(N2)N. Drug 2: CN(CCCl)CCCl.Cl. Cell line: MCF7. Synergy scores: CSS=32.6, Synergy_ZIP=-7.31, Synergy_Bliss=-7.47, Synergy_Loewe=-9.77, Synergy_HSA=-4.54. (6) Drug 1: CC1=C2C(C(=O)C3(C(CC4C(C3C(C(C2(C)C)(CC1OC(=O)C(C(C5=CC=CC=C5)NC(=O)OC(C)(C)C)O)O)OC(=O)C6=CC=CC=C6)(CO4)OC(=O)C)O)C)O. Drug 2: CC1C(C(CC(O1)OC2CC(CC3=C2C(=C4C(=C3O)C(=O)C5=CC=CC=C5C4=O)O)(C(=O)C)O)N)O. Cell line: MOLT-4. Synergy scores: CSS=50.2, Synergy_ZIP=0.521, Synergy_Bliss=1.50, Synergy_Loewe=-7.13, Synergy_HSA=0.687. (7) Drug 1: CCC1(CC2CC(C3=C(CCN(C2)C1)C4=CC=CC=C4N3)(C5=C(C=C6C(=C5)C78CCN9C7C(C=CC9)(C(C(C8N6C=O)(C(=O)OC)O)OC(=O)C)CC)OC)C(=O)OC)O.OS(=O)(=O)O. Drug 2: C(=O)(N)NO. Cell line: HOP-62. Synergy scores: CSS=-9.88, Synergy_ZIP=7.75, Synergy_Bliss=3.74, Synergy_Loewe=-3.10, Synergy_HSA=-8.36.